Predict the reactants needed to synthesize the given product. From a dataset of Full USPTO retrosynthesis dataset with 1.9M reactions from patents (1976-2016). (1) Given the product [CH2:8]([O:10][C:11]([C:12]1[N:19]=[C:20]([CH3:21])[N:15]([CH:16]2[CH2:18][CH2:17]2)[C:13]=1[CH3:14])=[O:23])[CH3:9], predict the reactants needed to synthesize it. The reactants are: S([O-])([O-])(=O)=O.[NH4+].[NH4+].[CH2:8]([O:10][C:11](=[O:23])[C:12]([NH:19][C:20](=O)[CH3:21])=[C:13]([NH:15][CH:16]1[CH2:18][CH2:17]1)[CH3:14])[CH3:9].C[Si](C)(C)N[Si](C)(C)C. (2) Given the product [NH2:53][CH2:57][C:21]1[CH:20]=[CH:19][C:18]([C:37]([NH:42][NH:43][C:14]([C:9]2([NH:8][C:6]([O:5][C:1]([CH3:2])([CH3:3])[CH3:4])=[O:7])[CH2:10][CH2:11][CH2:12][CH2:13]2)=[O:16])=[O:61])=[CH:17][CH:22]=1, predict the reactants needed to synthesize it. The reactants are: [C:1]([O:5][C:6]([NH:8][C:9]1([C:14]([OH:16])=O)[CH2:13][CH2:12][CH2:11][CH2:10]1)=[O:7])([CH3:4])([CH3:3])[CH3:2].[CH:17]1[CH:18]=[CH:19][C:20]2N(O)N=N[C:21]=2[CH:22]=1.CN(C(ON1[N:43]=[N:42][C:37]2C=CC=CC1=2)=[N+](C)C)C.F[P-](F)(F)(F)(F)F.CC[N:53]([CH:57](C)C)C(C)C.C(O)(C(F)(F)F)=[O:61]. (3) Given the product [CH:1]1([O:4][C:5]2[CH:10]=[CH:9][CH:8]=[CH:7][C:6]=2[C:11]2[CH:16]=[CH:15][N:14]=[CH:13][C:12]=2[N:17]([CH3:18])[C:26](=[O:28])[C:25]2[CH:29]=[C:30]([C:32]([F:35])([F:34])[F:33])[CH:31]=[C:23]([S:20]([CH3:19])(=[O:21])=[O:22])[CH:24]=2)[CH2:3][CH2:2]1, predict the reactants needed to synthesize it. The reactants are: [CH:1]1([O:4][C:5]2[CH:10]=[CH:9][CH:8]=[CH:7][C:6]=2[C:11]2[CH:16]=[CH:15][N:14]=[CH:13][C:12]=2[NH:17][CH3:18])[CH2:3][CH2:2]1.[CH3:19][S:20]([C:23]1[CH:24]=[C:25]([CH:29]=[C:30]([C:32]([F:35])([F:34])[F:33])[CH:31]=1)[C:26]([OH:28])=O)(=[O:22])=[O:21]. (4) Given the product [CH:51]1([C@H:57]([NH:62][C:63]([C:65]2[O:66][C:67]([C:15]3[CH:14]=[CH:13][C:12]4[N:8]=[C:9]([CH2:18][C:19]5[CH:20]=[CH:21][N:22]=[CH:23][CH:24]=5)[NH:10][C:11]=4[CH:16]=3)=[CH:68][CH:69]=2)=[O:64])[C:58](=[O:61])[NH:59][CH3:60])[CH2:56][CH2:55][CH2:54][CH2:53][CH2:52]1, predict the reactants needed to synthesize it. The reactants are: C(OC([N:8]1[C:12]2[CH:13]=[CH:14][C:15](Br)=[CH:16][C:11]=2[N:10]=[C:9]1[CH2:18][C:19]1[CH:24]=[CH:23][N:22]=[CH:21][CH:20]=1)=O)(C)(C)C.B1(B2OC(C)(C)C(C)(C)O2)OC(C)(C)C(C)(C)O1.CC([O-])=O.[K+].ClCCl.[CH:51]1([C@H:57]([NH:62][C:63]([C:65]2[O:66][C:67](Br)=[CH:68][CH:69]=2)=[O:64])[C:58](=[O:61])[NH:59][CH3:60])[CH2:56][CH2:55][CH2:54][CH2:53][CH2:52]1.C([O-])([O-])=O.[Na+].[Na+].